This data is from Catalyst prediction with 721,799 reactions and 888 catalyst types from USPTO. The task is: Predict which catalyst facilitates the given reaction. (1) Reactant: [Cl:1][C:2]1[CH:7]=[C:6]([C:8]([F:11])([F:10])[F:9])[CH:5]=[CH:4][C:3]=1[NH:12][C:13]1[CH:18]=[C:17]([O:19][CH2:20][CH2:21][O:22][CH3:23])[CH:16]=[CH:15][C:14]=1/[CH:24]=[CH:25]/[C:26]([O:28]CC)=[O:27].[OH-].[Na+]. Product: [Cl:1][C:2]1[CH:7]=[C:6]([C:8]([F:9])([F:10])[F:11])[CH:5]=[CH:4][C:3]=1[NH:12][C:13]1[CH:18]=[C:17]([O:19][CH2:20][CH2:21][O:22][CH3:23])[CH:16]=[CH:15][C:14]=1/[CH:24]=[CH:25]/[C:26]([OH:28])=[O:27]. The catalyst class is: 214. (2) Reactant: [CH3:1][C:2]1[CH:12]=[CH:11][C:5]([C:6]([CH2:8][C:9]#[N:10])=[O:7])=[CH:4][CH:3]=1.[S:13]1CC(O)S[CH2:15][CH:14]1O.C(N(CC)CC)C. Product: [NH2:10][C:9]1[S:13][CH:14]=[CH:15][C:8]=1[C:6]([C:5]1[CH:11]=[CH:12][C:2]([CH3:1])=[CH:3][CH:4]=1)=[O:7]. The catalyst class is: 8. (3) Reactant: [C:1]([O:5][C:6]([N:8]1[CH2:13][CH2:12][N:11]([C:14]2[C:19]([OH:20])=[N:18][CH:17]=[CH:16][N:15]=2)[CH2:10][CH2:9]1)=[O:7])([CH3:4])([CH3:3])[CH3:2].[F:21][C:22]1[CH:27]=[C:26]([CH2:28]O)[CH:25]=[CH:24][N:23]=1.C1(P(C2C=CC=CC=2)C2C=CC=CC=2)C=CC=CC=1. Product: [C:1]([O:5][C:6]([N:8]1[CH2:9][CH2:10][N:11]([C:14]2[C:19]([O:20][CH2:28][C:26]3[CH:25]=[CH:24][N:23]=[C:22]([F:21])[CH:27]=3)=[N:18][CH:17]=[CH:16][N:15]=2)[CH2:12][CH2:13]1)=[O:7])([CH3:4])([CH3:2])[CH3:3]. The catalyst class is: 1. (4) Reactant: Br[C:2]1[C:7]2=[N:8][S:9](=[O:13])(=[O:12])[CH2:10][CH2:11][N:6]2[CH:5]=[CH:4][CH:3]=1.C1(C)C=CC=CC=1.[O:21]1[CH2:26][CH2:25][O:24][C:23]2[CH:27]=[C:28]([C:31]([NH2:33])=[O:32])[CH:29]=[CH:30][C:22]1=2.C(=O)([O-])[O-].[Cs+].[Cs+]. Product: [O:12]=[S:9]1(=[O:13])[CH2:10][CH2:11][N:6]2[CH:5]=[CH:4][CH:3]=[C:2]([NH:33][C:31]([C:28]3[CH:29]=[CH:30][C:22]4[O:21][CH2:26][CH2:25][O:24][C:23]=4[CH:27]=3)=[O:32])[C:7]2=[N:8]1. The catalyst class is: 533. (5) The catalyst class is: 3. Product: [CH3:1][C:3]1([CH3:22])[C:4]2[CH:5]=[C:6]([NH2:19])[CH:7]=[CH:8][C:9]=2[C:10]2[C:15]1=[CH:14][C:13]([NH2:16])=[CH:12][CH:11]=2. Reactant: [CH2:1]([C:3]1([CH2:22]C)[C:15]2[CH:14]=[C:13]([N+:16]([O-])=O)[CH:12]=[CH:11][C:10]=2[C:9]2[C:4]1=[CH:5][C:6]([N+:19]([O-])=O)=[CH:7][CH:8]=2)C.O.NN. (6) Reactant: [F:1][C:2]1[CH:12]=[CH:11][CH:10]=[C:9]([F:13])[C:3]=1/[CH:4]=[CH:5]/[C:6](O)=[O:7].S(Cl)([Cl:16])=O. Product: [F:1][C:2]1[CH:12]=[CH:11][CH:10]=[C:9]([F:13])[C:3]=1/[CH:4]=[CH:5]/[C:6]([Cl:16])=[O:7]. The catalyst class is: 48.